This data is from Reaction yield outcomes from USPTO patents with 853,638 reactions. The task is: Predict the reaction yield, written as a fraction of the theoretical maximum amount of product (1.0 means a 100% yield; for example, 0.34 means a 34% yield). (1) The reactants are [Cl:1][C:2]1[C:11]([NH2:12])=[C:10]2[C:5]([CH:6]=[CH:7][CH:8]=[N:9]2)=[CH:4][CH:3]=1.[C:13]1([S:19](Cl)(=[O:21])=[O:20])[CH:18]=[CH:17][CH:16]=[CH:15][CH:14]=1. The catalyst is CN(C1C=CN=CC=1)C.CCCCC. The product is [Cl:1][C:2]1[C:11]([NH:12][S:19]([C:13]2[CH:18]=[CH:17][CH:16]=[CH:15][CH:14]=2)(=[O:21])=[O:20])=[C:10]2[C:5]([CH:6]=[CH:7][CH:8]=[N:9]2)=[CH:4][CH:3]=1. The yield is 0.560. (2) The reactants are [CH3:1][C:2]([O:5][C:6]([NH:8][C@H:9]([C:21](=O)[NH:22][CH3:23])[CH2:10][C:11]([O:13][CH2:14][C:15]1[CH:20]=[CH:19][CH:18]=[CH:17][CH:16]=1)=[O:12])=[O:7])([CH3:4])[CH3:3].P12(SP3(SP(SP(S3)(S1)=S)(=S)S2)=S)=[S:26].C([O-])(O)=O.[Na+]. The catalyst is C1COCC1. The product is [CH3:1][C:2]([O:5][C:6]([NH:8][C@H:9]([C:21]([NH:22][CH3:23])=[S:26])[CH2:10][C:11]([O:13][CH2:14][C:15]1[CH:20]=[CH:19][CH:18]=[CH:17][CH:16]=1)=[O:12])=[O:7])([CH3:4])[CH3:3]. The yield is 0.750. (3) The reactants are [NH2:1][C:2]1[CH:3]=[N:4][CH:5]=[CH:6][CH:7]=1.N1C=CC=CC=1.Cl[C:15]([O:17][C:18]1[CH:23]=[CH:22][CH:21]=[CH:20][CH:19]=1)=[O:16]. The catalyst is C1COCC1. The product is [N:4]1[CH:5]=[CH:6][CH:7]=[C:2]([NH:1][C:15](=[O:16])[O:17][C:18]2[CH:23]=[CH:22][CH:21]=[CH:20][CH:19]=2)[CH:3]=1. The yield is 0.880. (4) The reactants are [CH3:1][C:2]1[C:7]([C:8]2[C:9]([CH3:36])=[C:10]([CH:33]=[CH:34][CH:35]=2)[CH2:11][N:12](C(=O)C(F)(F)F)[C:13]2[CH:26]=[CH:25][C:16]3[C@H:17]([CH2:20][C:21]([O:23]C)=[O:22])[CH2:18][O:19][C:15]=3[CH:14]=2)=[C:6]([CH3:37])[N:5]=[C:4]([N:38]2[CH2:43][CH2:42][O:41][CH2:40][CH2:39]2)[N:3]=1.[OH-].[Na+].Cl. The catalyst is O1CCCC1.CO.[Cl-].[Na+].O. The product is [CH3:37][C:6]1[C:7]([C:8]2[C:9]([CH3:36])=[C:10]([CH:33]=[CH:34][CH:35]=2)[CH2:11][NH:12][C:13]2[CH:26]=[CH:25][C:16]3[C@H:17]([CH2:20][C:21]([OH:23])=[O:22])[CH2:18][O:19][C:15]=3[CH:14]=2)=[C:2]([CH3:1])[N:3]=[C:4]([N:38]2[CH2:43][CH2:42][O:41][CH2:40][CH2:39]2)[N:5]=1. The yield is 0.930. (5) The yield is 0.740. The reactants are [NH2:1][C:2]1[C:3]([CH:23]2[CH2:28][CH2:27][N:26](C(OC(C)(C)C)=O)[CH2:25][CH2:24]2)=[CH:4][N:5]([C:10]2[CH:15]=[CH:14][C:13]([O:16][C:17]3[CH:22]=[CH:21][CH:20]=[CH:19][CH:18]=3)=[CH:12][CH:11]=2)[C:6]=1[C:7](=[O:9])[NH2:8].C(C(O)=O)(F)(F)F. The product is [NH2:1][C:2]1[C:3]([CH:23]2[CH2:28][CH2:27][NH:26][CH2:25][CH2:24]2)=[CH:4][N:5]([C:10]2[CH:11]=[CH:12][C:13]([O:16][C:17]3[CH:18]=[CH:19][CH:20]=[CH:21][CH:22]=3)=[CH:14][CH:15]=2)[C:6]=1[C:7]([NH2:8])=[O:9]. The catalyst is C(Cl)Cl. (6) The reactants are [CH3:1][O:2][CH2:3][CH2:4][O:5][C:6]1[CH:10]=[C:9]([C:11]([O:13]C)=[O:12])[N:8]([CH3:15])[N:7]=1.[OH-].[Na+]. The catalyst is CO. The product is [CH3:1][O:2][CH2:3][CH2:4][O:5][C:6]1[CH:10]=[C:9]([C:11]([OH:13])=[O:12])[N:8]([CH3:15])[N:7]=1. The yield is 0.960. (7) The reactants are C([N-]C(C)C)(C)C.[Li+].[CH3:9][O:10][C:11](=[O:22])[CH2:12][C:13]1[CH:18]=[CH:17][CH:16]=[C:15]([N+:19]([O-:21])=[O:20])[CH:14]=1.I[CH2:24][CH:25]1[CH2:29][CH2:28][CH2:27][CH2:26]1. The catalyst is O1CCCC1.CN1CCCN(C)C1=O.CN1CCCN(C)C1=O. The product is [CH3:9][O:10][C:11](=[O:22])[CH:12]([C:13]1[CH:18]=[CH:17][CH:16]=[C:15]([N+:19]([O-:21])=[O:20])[CH:14]=1)[CH2:24][CH:25]1[CH2:29][CH2:28][CH2:27][CH2:26]1. The yield is 0.468. (8) The reactants are [CH:1]([Si:4](Cl)([CH:8]([CH3:10])[CH3:9])[CH:5]([CH3:7])[CH3:6])([CH3:3])[CH3:2].[N:12]([C@H:15]1[C@@H:21]([CH2:22][O:23][CH2:24][C:25]2[CH:30]=[CH:29][CH:28]=[CH:27][CH:26]=2)[O:20][CH:18]([OH:19])[C@H:17]([OH:31])[C@H:16]1[O:32][CH2:33][C:34]1[CH:39]=[CH:38][CH:37]=[CH:36][CH:35]=1)=[N+:13]=[N-:14].N1C=CN=C1. The catalyst is CN(C)C1C=CN=CC=1.CN(C)C=O. The product is [N:12]([C@H:15]1[C@@H:21]([CH2:22][O:23][CH2:24][C:25]2[CH:30]=[CH:29][CH:28]=[CH:27][CH:26]=2)[O:20][C@@H:18]([O:19][Si:4]([CH:8]([CH3:10])[CH3:9])([CH:5]([CH3:7])[CH3:6])[CH:1]([CH3:3])[CH3:2])[C@H:17]([OH:31])[C@H:16]1[O:32][CH2:33][C:34]1[CH:39]=[CH:38][CH:37]=[CH:36][CH:35]=1)=[N+:13]=[N-:14]. The yield is 0.590. (9) The reactants are I[C:2]1[C:10]2[C:5](=[CH:6][C:7]([C@H:11]3[C@@:13]4([C:21]5[C:16](=[CH:17][CH:18]=[C:19]([O:22][CH3:23])[CH:20]=5)[NH:15][C:14]4=[O:24])[CH2:12]3)=[CH:8][CH:9]=2)[NH:4][N:3]=1.CC1(C)C(C)(C)OB(/[CH:33]=[CH:34]/[C:35]2[CH:48]=[CH:47][C:38]([CH2:39][CH2:40][N:41]3[CH2:46][CH2:45][O:44][CH2:43][CH2:42]3)=[CH:37][CH:36]=2)O1.C([O-])([O-])=O.[Na+].[Na+]. The catalyst is C1(C)C=CC=CC=1.CCO.C1C=CC([P]([Pd]([P](C2C=CC=CC=2)(C2C=CC=CC=2)C2C=CC=CC=2)([P](C2C=CC=CC=2)(C2C=CC=CC=2)C2C=CC=CC=2)[P](C2C=CC=CC=2)(C2C=CC=CC=2)C2C=CC=CC=2)(C2C=CC=CC=2)C2C=CC=CC=2)=CC=1. The product is [CH3:23][O:22][C:19]1[CH:20]=[C:21]2[C:16](=[CH:17][CH:18]=1)[NH:15][C:14](=[O:24])[C@:13]12[CH2:12][C@H:11]1[C:7]1[CH:6]=[C:5]2[C:10]([C:2]([CH:33]=[CH:34][C:35]3[CH:36]=[CH:37][C:38]([CH2:39][CH2:40][N:41]4[CH2:46][CH2:45][O:44][CH2:43][CH2:42]4)=[CH:47][CH:48]=3)=[N:3][NH:4]2)=[CH:9][CH:8]=1. The yield is 0.450.